This data is from TCR-epitope binding with 47,182 pairs between 192 epitopes and 23,139 TCRs. The task is: Binary Classification. Given a T-cell receptor sequence (or CDR3 region) and an epitope sequence, predict whether binding occurs between them. (1) The epitope is TLDSKTQSL. The TCR CDR3 sequence is CATSPDRGGADEKLFF. Result: 0 (the TCR does not bind to the epitope). (2) The epitope is IIKDYGKQM. The TCR CDR3 sequence is CASSLLTSGGAKDTQYF. Result: 0 (the TCR does not bind to the epitope).